Dataset: Peptide-MHC class I binding affinity with 185,985 pairs from IEDB/IMGT. Task: Regression. Given a peptide amino acid sequence and an MHC pseudo amino acid sequence, predict their binding affinity value. This is MHC class I binding data. The MHC is Mamu-A01 with pseudo-sequence Mamu-A01. The peptide sequence is ITPQPVPTA. The binding affinity (normalized) is 0.483.